Dataset: Peptide-MHC class I binding affinity with 185,985 pairs from IEDB/IMGT. Task: Regression. Given a peptide amino acid sequence and an MHC pseudo amino acid sequence, predict their binding affinity value. This is MHC class I binding data. (1) The peptide sequence is PSAEDNYLAK. The MHC is HLA-A03:01 with pseudo-sequence HLA-A03:01. The binding affinity (normalized) is 0.0408. (2) The peptide sequence is RTWAYHGSY. The MHC is HLA-A32:01 with pseudo-sequence HLA-A32:01. The binding affinity (normalized) is 0.965. (3) The peptide sequence is NAWGCAFR. The MHC is Mamu-B08 with pseudo-sequence Mamu-B08. The binding affinity (normalized) is 0. (4) The peptide sequence is QQFANVISKI. The MHC is HLA-A01:01 with pseudo-sequence HLA-A01:01. The binding affinity (normalized) is 0. (5) The peptide sequence is VLYCVHQRV. The MHC is HLA-A31:01 with pseudo-sequence HLA-A31:01. The binding affinity (normalized) is 0.133.